This data is from Forward reaction prediction with 1.9M reactions from USPTO patents (1976-2016). The task is: Predict the product of the given reaction. (1) Given the reactants [CH3:1][O:2][C:3](=[O:33])[CH2:4][C@H:5]1[C:9]2[CH:10]=[CH:11][C:12]([O:14][C@H:15]3[C:23]4[C:18](=[C:19]([O:25][C:26]5[CH:31]=[CH:30][C:29]([OH:32])=[CH:28][CH:27]=5)[CH:20]=[CH:21][C:22]=4[F:24])[CH2:17][CH2:16]3)=[CH:13][C:8]=2[O:7][CH2:6]1.[CH3:34][O:35][CH2:36][CH2:37]OS(C1C=CC(C)=CC=1)(=O)=O.C(=O)([O-])[O-].[Cs+].[Cs+], predict the reaction product. The product is: [CH3:1][O:2][C:3](=[O:33])[CH2:4][C@H:5]1[C:9]2[CH:10]=[CH:11][C:12]([O:14][C@H:15]3[C:23]4[C:18](=[C:19]([O:25][C:26]5[CH:27]=[CH:28][C:29]([O:32][CH2:37][CH2:36][O:35][CH3:34])=[CH:30][CH:31]=5)[CH:20]=[CH:21][C:22]=4[F:24])[CH2:17][CH2:16]3)=[CH:13][C:8]=2[O:7][CH2:6]1. (2) Given the reactants FC(F)(F)S(O[C:7]1[C:8]([C:18](=[O:20])[CH3:19])=[CH:9][C:10]([Cl:17])=[C:11]2[C:16]=1[N:15]=[CH:14][CH:13]=[CH:12]2)(=O)=O.Cl.[NH:24]1[CH2:29][CH2:28][CH:27]([NH:30][C:31](=[O:34])[O:32][CH3:33])[CH2:26][CH2:25]1.C(=O)([O-])[O-].[Cs+].[Cs+], predict the reaction product. The product is: [CH3:33][O:32][C:31](=[O:34])[NH:30][CH:27]1[CH2:26][CH2:25][N:24]([C:7]2[C:8]([C:18](=[O:20])[CH3:19])=[CH:9][C:10]([Cl:17])=[C:11]3[C:16]=2[N:15]=[CH:14][CH:13]=[CH:12]3)[CH2:29][CH2:28]1. (3) The product is: [OH:12][C:13]1[CH:18]=[CH:17][CH:16]=[C:15]([OH:19])[C:14]=1[C:20](=[N:2][OH:3])[CH3:21]. Given the reactants Cl.[NH2:2][OH:3].O.O.O.C([O-])(=O)C.[Na+].[OH:12][C:13]1[CH:18]=[CH:17][CH:16]=[C:15]([OH:19])[C:14]=1[C:20](=O)[CH3:21], predict the reaction product. (4) Given the reactants [CH2:1]([OH:9])[CH:2]([OH:8])[CH2:3][CH2:4][CH2:5][CH2:6]O.ClCCl.[C:13]1(C)[CH:18]=CC(S(O)(=O)=O)=C[CH:14]=1.S([O-])([O-])(=O)=[O:25].[Mg+2], predict the reaction product. The product is: [CH3:14][C:13]1([CH3:18])[O:8][CH:2]([CH:3]([OH:25])[CH2:4][CH2:5][CH3:6])[CH2:1][O:9]1. (5) Given the reactants [CH3:1][C:2]1[CH:29]=[C:28]([CH3:30])[C:5]2[N:6]([C:18]([O:20][CH2:21][C:22]3[CH:27]=[CH:26][CH:25]=[CH:24][CH:23]=3)=[O:19])[CH2:7][CH2:8][CH2:9]/[C:10](=[N:11]/[C:12]3[N:13]=[N:14][N:15]([CH3:17])[N:16]=3)/[C:4]=2[CH:3]=1.CC1C=C(C)C2N(C(OCC3C=CC=CC=3)=O)CCC=C(NC3N=NN(C)N=3)C=2C=1.C1(C)C=CC=CC=1, predict the reaction product. The product is: [CH3:1][C:2]1[CH:29]=[C:28]([CH3:30])[C:5]2[N:6]([C:18]([O:20][CH2:21][C:22]3[CH:27]=[CH:26][CH:25]=[CH:24][CH:23]=3)=[O:19])[CH2:7][CH2:8][CH2:9][C@H:10]([NH:11][C:12]3[N:13]=[N:14][N:15]([CH3:17])[N:16]=3)[C:4]=2[CH:3]=1. (6) Given the reactants [Cl:1][C:2]1[CH:3]=[CH:4][C:5]([O:26][CH2:27][C:28]2[CH:33]=[CH:32][CH:31]=[CH:30][CH:29]=2)=[C:6]([CH2:8][N:9]2[C:13]([CH3:14])=[CH:12][C:11]([C:15]3[NH:19][C:18]4[CH:20]=[CH:21][C:22]([CH2:24][OH:25])=[CH:23][C:17]=4[N:16]=3)=[N:10]2)[CH:7]=1.CC(OI1(OC(C)=O)(OC(C)=O)OC(=O)C2C=CC=CC1=2)=O, predict the reaction product. The product is: [Cl:1][C:2]1[CH:3]=[CH:4][C:5]([O:26][CH2:27][C:28]2[CH:29]=[CH:30][CH:31]=[CH:32][CH:33]=2)=[C:6]([CH2:8][N:9]2[C:13]([CH3:14])=[CH:12][C:11]([C:15]3[NH:19][C:18]4[CH:20]=[CH:21][C:22]([CH:24]=[O:25])=[CH:23][C:17]=4[N:16]=3)=[N:10]2)[CH:7]=1.